Dataset: Forward reaction prediction with 1.9M reactions from USPTO patents (1976-2016). Task: Predict the product of the given reaction. (1) Given the reactants [OH:1][C:2]1[CH:7]=[C:6]([CH3:8])[C:5]([CH:9]2[C:17](=[O:18])[CH:16]3[CH:11]([CH:12]4[CH2:20][CH2:19][CH:15]3[CH2:14][CH2:13]4)[C:10]2=[O:21])=[C:4]([CH3:22])[CH:3]=1.[Cl:23][C:24]1[CH:25]=[C:26]([F:31])[C:27](F)=[N:28][CH:29]=1.C(=O)([O-])[O-].[K+].[K+].Cl, predict the reaction product. The product is: [Cl:23][C:24]1[CH:25]=[C:26]([F:31])[C:27]([O:1][C:2]2[CH:3]=[C:4]([CH3:22])[C:5]([CH:9]3[C:10](=[O:21])[CH:11]4[CH:16]([CH:15]5[CH2:19][CH2:20][CH:12]4[CH2:13][CH2:14]5)[C:17]3=[O:18])=[C:6]([CH3:8])[CH:7]=2)=[N:28][CH:29]=1. (2) Given the reactants [CH3:1][O:2][C:3](=[O:28])[CH2:4][C:5]1[CH:10]=[C:9]([Br:11])[C:8]([O:12][C:13]2[CH:18]=[C:17]([CH:19]([CH3:21])[CH3:20])[C:16]([O:22][CH3:23])=[C:15]([N+:24]([O-])=O)[CH:14]=2)=[C:7]([Br:27])[CH:6]=1.S(S([O-])=O)([O-])=O.[Na+].[Na+].CCCCCCC, predict the reaction product. The product is: [Br:11][C:9]1[CH:10]=[C:5]([CH2:4][C:3]([O:2][CH3:1])=[O:28])[CH:6]=[C:7]([Br:27])[C:8]=1[O:12][C:13]1[CH:18]=[C:17]([CH:19]([CH3:20])[CH3:21])[C:16]([O:22][CH3:23])=[C:15]([NH2:24])[CH:14]=1. (3) Given the reactants C([Li])CCC.Br[C:7]1[CH:8]=[N:9][CH:10]=[N:11][CH:12]=1.[C:13]([O:17][C:18]([N:20]1[CH:25]2[CH2:26][CH2:27][CH:21]1[CH2:22][C:23](=[O:28])[CH2:24]2)=[O:19])([CH3:16])([CH3:15])[CH3:14].[Cl-].[NH4+], predict the reaction product. The product is: [C:13]([O:17][C:18]([N:20]1[CH:25]2[CH2:26][CH2:27][CH:21]1[CH2:22][C:23]([OH:28])([C:7]1[CH:8]=[N:9][CH:10]=[N:11][CH:12]=1)[CH2:24]2)=[O:19])([CH3:16])([CH3:14])[CH3:15]. (4) Given the reactants [CH3:1][N:2]([CH3:5])[CH:3]=O.[C:6](Cl)(=O)[C:7](Cl)=O.C(OCCCC)=C.[F:19][C:20]([F:27])([F:26])[C:21](=[O:25])[CH2:22][C:23]#[N:24].C(N(CC)CC)C.Cl, predict the reaction product. The product is: [CH3:1][N:2]([CH3:5])[CH:3]=[CH:6][CH:7]=[C:22]([C:21](=[O:25])[C:20]([F:27])([F:26])[F:19])[C:23]#[N:24]. (5) Given the reactants [I:1][C:2]1[CH:7]=[CH:6][C:5]([N+:8]([O-:10])=[O:9])=[CH:4][C:3]=1[OH:11].C(=O)([O-])[O-].[K+].[K+].I[CH2:19][CH3:20], predict the reaction product. The product is: [CH2:19]([O:11][C:3]1[CH:4]=[C:5]([N+:8]([O-:10])=[O:9])[CH:6]=[CH:7][C:2]=1[I:1])[CH3:20]. (6) Given the reactants [B-](F)(F)(F)F.[B-](F)(F)(F)F.C1[N+]2(CCl)CC[N+]([F:21])(CC2)C1.[CH3:22][N:23]([CH3:40])/[CH:24]=[CH:25]/[C:26]([C:28]1[N:32]([CH:33]2[CH2:38][CH2:37][O:36][CH2:35][CH2:34]2)[C:31]([CH3:39])=[N:30][CH:29]=1)=[O:27], predict the reaction product. The product is: [CH3:40][N:23]([CH3:22])/[CH:24]=[C:25](\[F:21])/[C:26]([C:28]1[N:32]([CH:33]2[CH2:34][CH2:35][O:36][CH2:37][CH2:38]2)[C:31]([CH3:39])=[N:30][CH:29]=1)=[O:27]. (7) Given the reactants [Cl:1][C:2]1[CH:7]=[C:6]([N+:8]([O-:10])=[O:9])[CH:5]=[CH:4][C:3]=1[OH:11].[F:12][C:13]1[CH:14]=[C:15]([CH:18]=[CH:19][CH:20]=1)[CH2:16]Br, predict the reaction product. The product is: [Cl:1][C:2]1[CH:7]=[C:6]([N+:8]([O-:10])=[O:9])[CH:5]=[CH:4][C:3]=1[O:11][CH2:16][C:15]1[CH:18]=[CH:19][CH:20]=[C:13]([F:12])[CH:14]=1. (8) Given the reactants [OH-].[Na+].[CH2:3]([O:5][C:6]1[CH:11]=[C:10]([CH2:12][N:13]2[CH2:16][C:15]3([CH2:20][C:19]([N:21]4[CH2:26][CH2:25][C:24]([CH3:32])([C:27]([O:29]CC)=[O:28])[CH2:23][CH2:22]4)=[N:18][O:17]3)[CH2:14]2)[CH:9]=[C:8]([CH2:33][CH3:34])[C:7]=1[C:35]1[CH:40]=[CH:39][C:38]([F:41])=[CH:37][CH:36]=1)[CH3:4].Cl, predict the reaction product. The product is: [CH2:3]([O:5][C:6]1[CH:11]=[C:10]([CH2:12][N:13]2[CH2:16][C:15]3([CH2:20][C:19]([N:21]4[CH2:22][CH2:23][C:24]([CH3:32])([C:27]([OH:29])=[O:28])[CH2:25][CH2:26]4)=[N:18][O:17]3)[CH2:14]2)[CH:9]=[C:8]([CH2:33][CH3:34])[C:7]=1[C:35]1[CH:40]=[CH:39][C:38]([F:41])=[CH:37][CH:36]=1)[CH3:4]. (9) Given the reactants C([O:3][C:4]([C:6]1([C:9]2[CH:14]=[CH:13][C:12]([C:15]3[CH:20]=[CH:19][C:18]([C:21]4[O:25][N:24]=[C:23]([CH3:26])[C:22]=4[NH:27][CH:28]4[CH2:33][CH2:32][CH2:31][CH2:30][CH:29]4[CH2:34][C:35]4[CH:40]=[CH:39][CH:38]=[CH:37][CH:36]=4)=[CH:17][CH:16]=3)=[CH:11][CH:10]=2)[CH2:8][CH2:7]1)=[O:5])C.C1COCC1.O.[OH-].[Li+], predict the reaction product. The product is: [CH2:34]([CH:29]1[CH2:30][CH2:31][CH2:32][CH2:33][CH:28]1[NH:27][C:22]1[C:23]([CH3:26])=[N:24][O:25][C:21]=1[C:18]1[CH:19]=[CH:20][C:15]([C:12]2[CH:13]=[CH:14][C:9]([C:6]3([C:4]([OH:5])=[O:3])[CH2:8][CH2:7]3)=[CH:10][CH:11]=2)=[CH:16][CH:17]=1)[C:35]1[CH:40]=[CH:39][CH:38]=[CH:37][CH:36]=1. (10) Given the reactants [CH:1]([C:3]1[CH:4]=[C:5]([C:9]2[CH:14]=[CH:13][CH:12]=[CH:11][C:10]=2[O:15][C:16]([F:19])([F:18])[F:17])[CH:6]=[CH:7][CH:8]=1)=O.[S:20]1[CH2:24][C:23](=[O:25])[NH:22][C:21]1=[O:26].N1CCCCC1.C(O)(=O)C1C=CC=CC=1, predict the reaction product. The product is: [F:17][C:16]([F:19])([F:18])[O:15][C:10]1[CH:11]=[CH:12][CH:13]=[CH:14][C:9]=1[C:5]1[CH:4]=[C:3]([CH:8]=[CH:7][CH:6]=1)[CH:1]=[C:24]1[S:20][C:21](=[O:26])[NH:22][C:23]1=[O:25].